This data is from Catalyst prediction with 721,799 reactions and 888 catalyst types from USPTO. The task is: Predict which catalyst facilitates the given reaction. Reactant: [Si:1]([O:8][CH2:9][C@@H:10]1[C@@H:14]([OH:15])[CH2:13][C@H:12]([NH:16][C:17]2[C:22]([C:23]([C:25]3[S:26][C:27]([CH3:41])=[C:28]([C@H:30]4[C:39]5[C:34](=[CH:35][CH:36]=[C:37]([Cl:40])[CH:38]=5)[CH2:33][CH2:32][O:31]4)[CH:29]=3)=[O:24])=[CH:21][N:20]=[CH:19][N:18]=2)[CH2:11]1)([C:4]([CH3:7])([CH3:6])[CH3:5])([CH3:3])[CH3:2].[C:42]([O:46][C:47]([NH:49][C@H:50]([C:54](O)=[O:55])[CH:51]([CH3:53])[CH3:52])=[O:48])([CH3:45])([CH3:44])[CH3:43].Cl.CN(C)CCCN=C=NCC. Product: [C:42]([O:46][C:47]([NH:49][C@@H:50]([CH:51]([CH3:53])[CH3:52])[C:54]([O:15][C@H:14]1[CH2:13][C@H:12]([NH:16][C:17]2[C:22]([C:23]([C:25]3[S:26][C:27]([CH3:41])=[C:28]([C@H:30]4[C:39]5[C:34](=[CH:35][CH:36]=[C:37]([Cl:40])[CH:38]=5)[CH2:33][CH2:32][O:31]4)[CH:29]=3)=[O:24])=[CH:21][N:20]=[CH:19][N:18]=2)[CH2:11][C@@H:10]1[CH2:9][O:8][Si:1]([C:4]([CH3:5])([CH3:6])[CH3:7])([CH3:3])[CH3:2])=[O:55])=[O:48])([CH3:45])([CH3:44])[CH3:43]. The catalyst class is: 2.